From a dataset of Reaction yield outcomes from USPTO patents with 853,638 reactions. Predict the reaction yield, written as a fraction of the theoretical maximum amount of product (1.0 means a 100% yield; for example, 0.34 means a 34% yield). (1) The reactants are [Cl:1][C:2]1[C:7]([O:8][CH3:9])=[CH:6][C:5]([O:10][CH3:11])=[C:4]([Cl:12])[C:3]=1[C:13]#[C:14][C:15]1[CH:16]=[N:17][C:18]([NH:21][C:22]2[C:27]([N+:28]([O-])=O)=[CH:26][CH:25]=[CH:24][C:23]=2[CH3:31])=[N:19][CH:20]=1.[Cl-].[NH4+]. The yield is 0.350. The product is [Cl:12][C:4]1[C:5]([O:10][CH3:11])=[CH:6][C:7]([O:8][CH3:9])=[C:2]([Cl:1])[C:3]=1[C:13]#[C:14][C:15]1[CH:20]=[N:19][C:18]([NH:21][C:22]2[C:27]([NH2:28])=[CH:26][CH:25]=[CH:24][C:23]=2[CH3:31])=[N:17][CH:16]=1. The catalyst is C(O)C.O.[Fe]. (2) The reactants are [CH3:1][O:2][C:3](=[O:36])[C@@H:4]([NH:14][C:15]([C:17]1[C:18]([CH3:35])=[N:19][C:20]([NH:24][CH2:25][C:26]#[C:27][C:28]2[CH:33]=[CH:32][C:31]([OH:34])=[CH:30][CH:29]=2)=[N:21][C:22]=1[CH3:23])=[O:16])[CH2:5][NH:6][C:7]([C:9]1[S:10][CH:11]=[CH:12][CH:13]=1)=[O:8]. The catalyst is CO.[Pd]. The product is [CH3:1][O:2][C:3](=[O:36])[C@@H:4]([NH:14][C:15]([C:17]1[C:18]([CH3:35])=[N:19][C:20]([NH:24][CH2:25][CH2:26][CH2:27][C:28]2[CH:33]=[CH:32][C:31]([OH:34])=[CH:30][CH:29]=2)=[N:21][C:22]=1[CH3:23])=[O:16])[CH2:5][NH:6][C:7]([C:9]1[S:10][CH:11]=[CH:12][CH:13]=1)=[O:8]. The yield is 0.440. (3) The reactants are I[C:2]1[S:6][CH:5]=[C:4]([C:7]([O:9][CH3:10])=[O:8])[C:3]=1[CH3:11].[C:12]([N:19]1[CH2:24][CH2:23][CH:22]([CH:25]=[O:26])[CH2:21][CH2:20]1)([O:14][C:15]([CH3:18])([CH3:17])[CH3:16])=[O:13].CCOC(C)=O. The catalyst is C1COCC1. The product is [OH:26][CH:25]([C:2]1[S:6][CH:5]=[C:4]([C:7]([O:9][CH3:10])=[O:8])[C:3]=1[CH3:11])[CH:22]1[CH2:23][CH2:24][N:19]([C:12]([O:14][C:15]([CH3:18])([CH3:17])[CH3:16])=[O:13])[CH2:20][CH2:21]1. The yield is 0.641. (4) The reactants are [Cl:1][C:2]1[CH:7]=[CH:6][C:5]([S:8]([CH2:11][C:12]2[CH:17]=[C:16]([F:18])[CH:15]=[CH:14][C:13]=2[F:19])(=[O:10])=[O:9])=[CH:4][CH:3]=1.[Si:20]([O:37][CH2:38][CH2:39][N:40]([CH2:48][CH2:49]O)[C:41](=[O:47])[O:42][C:43]([CH3:46])([CH3:45])[CH3:44])([C:33]([CH3:36])([CH3:35])[CH3:34])([C:27]1[CH:32]=[CH:31][CH:30]=[CH:29][CH:28]=1)[C:21]1[CH:26]=[CH:25][CH:24]=[CH:23][CH:22]=1.C(C=P(CCCC)(CCCC)CCCC)#N.C(OCC)(=O)C. The catalyst is C1(C)C=CC=CC=1. The product is [Si:20]([O:37][CH2:38][CH2:39][N:40]([CH2:48][CH2:49][CH:11]([S:8]([C:5]1[CH:6]=[CH:7][C:2]([Cl:1])=[CH:3][CH:4]=1)(=[O:10])=[O:9])[C:12]1[CH:17]=[C:16]([F:18])[CH:15]=[CH:14][C:13]=1[F:19])[C:41](=[O:47])[O:42][C:43]([CH3:46])([CH3:45])[CH3:44])([C:33]([CH3:34])([CH3:36])[CH3:35])([C:27]1[CH:32]=[CH:31][CH:30]=[CH:29][CH:28]=1)[C:21]1[CH:22]=[CH:23][CH:24]=[CH:25][CH:26]=1. The yield is 0.950. (5) The reactants are C(O[C:5](=[O:7])[CH3:6])(=O)C.[NH:8]1[C:12]2[CH:13]=[CH:14][CH:15]=[CH:16][C:11]=2[N:10]=[C:9]1[C:17]1[C:21]([NH2:22])=[CH:20][NH:19][N:18]=1. The catalyst is N1C=CC=CC=1. The product is [NH:10]1[C:11]2[CH:16]=[CH:15][CH:14]=[CH:13][C:12]=2[N:8]=[C:9]1[C:17]1[C:21]([NH:22][C:5](=[O:7])[CH3:6])=[CH:20][NH:19][N:18]=1. The yield is 0.480. (6) The reactants are [OH-].[Na+].[C:11](O[C:11]([O:13][C:14]([CH3:17])([CH3:16])[CH3:15])=[O:12])([O:13][C:14]([CH3:17])([CH3:16])[CH3:15])=[O:12].Br.[Br:19][CH2:20][CH2:21][NH2:22]. The catalyst is O.C(#N)C. The product is [Br:19][CH2:20][CH2:21][NH:22][C:11](=[O:12])[O:13][C:14]([CH3:15])([CH3:16])[CH3:17]. The yield is 0.850. (7) The reactants are [CH3:1][C:2]1[CH:7]=[CH:6][C:5]([C:8]2[C:16]3[O:15][CH:14]([CH2:17][NH2:18])[CH2:13][C:12]=3[CH:11]=[CH:10][CH:9]=2)=[CH:4][CH:3]=1.C(N(C(C)C)CC)(C)C.Cl[C:29]([O:31][CH2:32][C:33]1[CH:38]=[CH:37][CH:36]=[CH:35][CH:34]=1)=[O:30].C1(C2C3OC(CNC(=O)OCC4C=CC=CC=4)CC=3C=CC=2)CCCC1. No catalyst specified. The product is [CH2:32]([O:31][C:29](=[O:30])[NH:18][CH2:17][CH:14]1[CH2:13][C:12]2[CH:11]=[CH:10][CH:9]=[C:8]([C:5]3[CH:4]=[CH:3][C:2]([CH3:1])=[CH:7][CH:6]=3)[C:16]=2[O:15]1)[C:33]1[CH:38]=[CH:37][CH:36]=[CH:35][CH:34]=1. The yield is 0.560. (8) The reactants are [H-].[Na+].[NH2:3][C:4]1[CH:9]=[CH:8][C:7]([SH:10])=[CH:6][CH:5]=1.[Cl:11][C:12]1[N:17]=[C:16](Cl)[CH:15]=[CH:14][N:13]=1. The catalyst is O1CCCC1.C(OCC)(=O)C. The product is [Cl:11][C:12]1[N:17]=[C:16]([S:10][C:7]2[CH:8]=[CH:9][C:4]([NH2:3])=[CH:5][CH:6]=2)[CH:15]=[CH:14][N:13]=1. The yield is 0.750. (9) The reactants are C[O:2][C:3](=[O:30])[CH2:4][O:5][C:6]1[CH:11]=[CH:10][C:9]([F:12])=[C:8]([CH2:13][C:14]2[C:22]3[C:17](=[N:18][CH:19]=[C:20]([C:23]4[CH:24]=[N:25][CH:26]=[CH:27][CH:28]=4)[CH:21]=3)[NH:16][CH:15]=2)[C:7]=1[F:29].[OH-].[K+].O.Cl. The catalyst is O1CCCC1. The product is [F:29][C:7]1[C:8]([CH2:13][C:14]2[C:22]3[C:17](=[N:18][CH:19]=[C:20]([C:23]4[CH:24]=[N:25][CH:26]=[CH:27][CH:28]=4)[CH:21]=3)[NH:16][CH:15]=2)=[C:9]([F:12])[CH:10]=[CH:11][C:6]=1[O:5][CH2:4][C:3]([OH:30])=[O:2]. The yield is 0.470. (10) The reactants are [CH:1](=[N:8][CH2:9][CH2:10][C:11]1[CH:16]=[CH:15][CH:14]=[C:13]([O:17][CH3:18])[CH:12]=1)[C:2]1[CH:7]=[CH:6][CH:5]=[CH:4][CH:3]=1.[OH-].[Na+]. The catalyst is C(O)(C(F)(F)F)=O. The product is [CH3:18][O:17][C:13]1[CH:12]=[C:11]2[C:16](=[CH:15][CH:14]=1)[CH:1]([C:2]1[CH:3]=[CH:4][CH:5]=[CH:6][CH:7]=1)[NH:8][CH2:9][CH2:10]2. The yield is 0.340.